This data is from Catalyst prediction with 721,799 reactions and 888 catalyst types from USPTO. The task is: Predict which catalyst facilitates the given reaction. (1) Reactant: [F:1][C:2]1[CH:3]=[C:4]([N+:9]([O-:11])=[O:10])[CH:5]=[CH:6][C:7]=1F.[CH3:12][N:13]1[CH2:18][CH2:17][NH:16][CH2:15][CH2:14]1. Product: [F:1][C:2]1[CH:3]=[C:4]([N+:9]([O-:11])=[O:10])[CH:5]=[CH:6][C:7]=1[N:16]1[CH2:17][CH2:18][N:13]([CH3:12])[CH2:14][CH2:15]1. The catalyst class is: 10. (2) Reactant: C(OC([NH:8][C:9]1[CH:14]=[CH:13][CH:12]=[CH:11][C:10]=1[NH:15][C:16]([C:18]1[CH:19]=[CH:20][C:21]([C:24]2[CH2:25][CH2:26][N:27](C(OC(C)(C)C)=O)[CH2:28][CH:29]=2)=[N:22][CH:23]=1)=[O:17])=O)(C)(C)C.Cl. Product: [NH2:8][C:9]1[CH:14]=[CH:13][CH:12]=[CH:11][C:10]=1[NH:15][C:16]([C:18]1[CH:19]=[CH:20][C:21]([C:24]2[CH2:25][CH2:26][NH:27][CH2:28][CH:29]=2)=[N:22][CH:23]=1)=[O:17]. The catalyst class is: 12. (3) Reactant: [F:1][C:2]([F:25])([F:24])[C:3]1[CH:8]=[CH:7][C:6]([C@@H:9]2[NH:15][CH2:14][C:13]3[CH:16]=[CH:17][C:18]([C:20]([O:22][CH3:23])=[O:21])=[CH:19][C:12]=3[O:11][CH2:10]2)=[CH:5][CH:4]=1.CCN(CC)CC.Cl[C:34](Cl)([O:36]C(=O)OC(Cl)(Cl)Cl)Cl.[NH:45]1[CH2:50][CH2:49][O:48][CH2:47][CH2:46]1. Product: [N:45]1([C:34]([N:15]2[CH2:14][C:13]3[CH:16]=[CH:17][C:18]([C:20]([O:22][CH3:23])=[O:21])=[CH:19][C:12]=3[O:11][CH2:10][C@@H:9]2[C:6]2[CH:5]=[CH:4][C:3]([C:2]([F:1])([F:24])[F:25])=[CH:8][CH:7]=2)=[O:36])[CH2:50][CH2:49][O:48][CH2:47][CH2:46]1. The catalyst class is: 2. (4) Reactant: [CH:1]1([NH:6][C:7]2[CH:8]=[C:9]([O:25][CH3:26])[CH:10]=[C:11]3[C:15]=2[NH:14][C:13]([C:16]2[S:17][CH2:18][C@@H:19]([CH2:21][C:22](O)=[O:23])[N:20]=2)=[CH:12]3)[CH2:5][CH2:4][CH2:3][CH2:2]1.CN.C(Cl)CCl.C1C=CC2N(O)N=[N:39][C:37]=2C=1.C(=O)(O)[O-].[Na+]. Product: [CH:1]1([NH:6][C:7]2[CH:8]=[C:9]([O:25][CH3:26])[CH:10]=[C:11]3[C:15]=2[NH:14][C:13]([C:16]2[S:17][CH2:18][C@@H:19]([CH2:21][C:22]([NH:39][CH3:37])=[O:23])[N:20]=2)=[CH:12]3)[CH2:5][CH2:4][CH2:3][CH2:2]1. The catalyst class is: 9. (5) Reactant: C[O:2][C:3](=[O:26])[C:4]1[CH:9]=[CH:8][C:7]([O:10][CH2:11][C:12]2[C:13]([C:19]3[CH:24]=[CH:23][C:22]([F:25])=[CH:21][CH:20]=3)=[N:14][O:15][C:16]=2[CH2:17][OH:18])=[N:6][CH:5]=1.[OH-].[Li+].Cl.C(OCC)(=O)C. Product: [F:25][C:22]1[CH:23]=[CH:24][C:19]([C:13]2[C:12]([CH2:11][O:10][C:7]3[CH:8]=[CH:9][C:4]([C:3]([OH:26])=[O:2])=[CH:5][N:6]=3)=[C:16]([CH2:17][OH:18])[O:15][N:14]=2)=[CH:20][CH:21]=1. The catalyst class is: 87.